This data is from Reaction yield outcomes from USPTO patents with 853,638 reactions. The task is: Predict the reaction yield, written as a fraction of the theoretical maximum amount of product (1.0 means a 100% yield; for example, 0.34 means a 34% yield). (1) The reactants are [NH2:1][C:2]1[CH:25]=[CH:24][C:5]([O:6][C:7]2[C:16]3[C:11](=[CH:12][C:13]([O:19][CH2:20][C@@H:21]4[CH2:23][O:22]4)=[C:14]([C:17]#[N:18])[CH:15]=3)[N:10]=[CH:9][CH:8]=2)=[CH:4][C:3]=1[Cl:26].[CH2:27]([NH:29][CH2:30][CH3:31])[CH3:28]. The catalyst is O1CCCC1. The product is [NH2:1][C:2]1[CH:25]=[CH:24][C:5]([O:6][C:7]2[C:16]3[C:11](=[CH:12][C:13]([O:19][CH2:20][C@@H:21]([OH:22])[CH2:23][N:29]([CH2:30][CH3:31])[CH2:27][CH3:28])=[C:14]([C:17]#[N:18])[CH:15]=3)[N:10]=[CH:9][CH:8]=2)=[CH:4][C:3]=1[Cl:26]. The yield is 0.911. (2) The reactants are [CH:1]1([N:4]2[C:13]3[C:8](=[CH:9][C:10]([F:16])=[C:11]([F:15])[C:12]=3[F:14])[C:7](=[O:17])[C:6]([C:18]([O:20]CC)=[O:19])=[CH:5]2)[CH2:3][CH2:2]1.O. The catalyst is S(=O)(=O)(O)O.C(O)(=O)C. The product is [CH:1]1([N:4]2[C:13]3[C:8](=[CH:9][C:10]([F:16])=[C:11]([F:15])[C:12]=3[F:14])[C:7](=[O:17])[C:6]([C:18]([OH:20])=[O:19])=[CH:5]2)[CH2:2][CH2:3]1. The yield is 0.990. (3) The reactants are [NH2:1][C:2]1[C:7]([F:8])=[C:6]([C:9]2[C:17]([F:18])=[C:16]3[C:12]([CH:13]=[CH:14][NH:15]3)=[CH:11][CH:10]=2)[N:5]=[C:4]([C:19]([O:21]C)=[O:20])[C:3]=1[Cl:23].[OH-].[Na+].Cl. The catalyst is CO. The product is [NH2:1][C:2]1[C:7]([F:8])=[C:6]([C:9]2[C:17]([F:18])=[C:16]3[C:12]([CH:13]=[CH:14][NH:15]3)=[CH:11][CH:10]=2)[N:5]=[C:4]([C:19]([OH:21])=[O:20])[C:3]=1[Cl:23]. The yield is 0.790. (4) The reactants are [NH2:1][C:2]1[N:10]=[C:9]([NH:11][CH2:12][CH2:13][CH2:14][CH3:15])[N:8]=[C:7]2[C:3]=1[N:4]=[CH:5][N:6]2[CH2:16][C:17]1[CH:18]=[C:19]([CH2:23][P:24]([CH3:29])(=[O:28])[O:25][CH2:26][CH3:27])[CH:20]=[CH:21][CH:22]=1.[Br:30]Br. The catalyst is C(Cl)(Cl)Cl. The product is [NH2:1][C:2]1[N:10]=[C:9]([NH:11][CH2:12][CH2:13][CH2:14][CH3:15])[N:8]=[C:7]2[C:3]=1[N:4]=[C:5]([Br:30])[N:6]2[CH2:16][C:17]1[CH:18]=[C:19]([CH2:23][P:24]([CH3:29])(=[O:28])[O:25][CH2:26][CH3:27])[CH:20]=[CH:21][CH:22]=1. The yield is 0.630. (5) The reactants are Br[C:2]1[CH:7]=[CH:6][C:5]([NH:8][C:9](=[O:11])[CH3:10])=[CH:4][CH:3]=1.[CH3:12][C:13]1([CH3:29])[C:17]([CH3:19])([CH3:18])[O:16][B:15]([B:15]2[O:16][C:17]([CH3:19])([CH3:18])[C:13]([CH3:29])([CH3:12])[O:14]2)[O:14]1.CC([O-])=O.[K+]. The catalyst is O1CCOCC1.C1C=CC(P(C2C=CC=CC=2)[C-]2C=CC=C2)=CC=1.C1C=CC(P(C2C=CC=CC=2)[C-]2C=CC=C2)=CC=1.Cl[Pd]Cl.[Fe+2]. The product is [CH3:12][C:13]1([CH3:29])[C:17]([CH3:19])([CH3:18])[O:16][B:15]([C:2]2[CH:7]=[CH:6][C:5]([NH:8][C:9](=[O:11])[CH3:10])=[CH:4][CH:3]=2)[O:14]1. The yield is 0.980. (6) The reactants are C(OC(=O)[NH:7][C@H:8]([CH2:33][C:34]1[CH:39]=[C:38]([F:40])[C:37]([F:41])=[CH:36][C:35]=1[F:42])[CH2:9][C:10]([N:12]1[CH2:17][CH2:16][N:15]2[C:18]([C:29]([F:32])([F:31])[F:30])=[N:19][C:20]([C:21](=[O:28])[NH:22][CH2:23][CH2:24][N:25]([CH3:27])[CH3:26])=[C:14]2[CH2:13]1)=[O:11])(C)(C)C.[ClH:44]. The catalyst is C(OCC)(=O)C. The product is [ClH:44].[ClH:44].[CH3:27][N:25]([CH3:26])[CH2:24][CH2:23][NH:22][C:21]([C:20]1[N:19]=[C:18]([C:29]([F:30])([F:31])[F:32])[N:15]2[CH2:16][CH2:17][N:12]([C:10](=[O:11])[CH2:9][C@H:8]([NH2:7])[CH2:33][C:34]3[CH:39]=[C:38]([F:40])[C:37]([F:41])=[CH:36][C:35]=3[F:42])[CH2:13][C:14]=12)=[O:28]. The yield is 0.630.